Dataset: Full USPTO retrosynthesis dataset with 1.9M reactions from patents (1976-2016). Task: Predict the reactants needed to synthesize the given product. Given the product [NH:2]1[CH2:6][CH2:5][N:4]=[C:3]1[CH2:7][N:8]1[C:16]2[C:11](=[CH:12][CH:13]=[CH:14][CH:15]=2)[C:10]([S:17]([Cl:24])(=[O:20])=[O:18])=[CH:9]1, predict the reactants needed to synthesize it. The reactants are: Cl.[NH:2]1[CH2:6][CH2:5][N:4]=[C:3]1[CH2:7][N:8]1[C:16]2[C:11](=[CH:12][CH:13]=[CH:14][CH:15]=2)[C:10]([S:17]([OH:20])(=O)=[O:18])=[CH:9]1.C(Cl)(=O)C([Cl:24])=O.